Dataset: Peptide-MHC class I binding affinity with 185,985 pairs from IEDB/IMGT. Task: Regression. Given a peptide amino acid sequence and an MHC pseudo amino acid sequence, predict their binding affinity value. This is MHC class I binding data. (1) The peptide sequence is DVRTLLGLI. The MHC is HLA-A68:02 with pseudo-sequence HLA-A68:02. The binding affinity (normalized) is 0. (2) The peptide sequence is VSTQLKTLML. The MHC is Mamu-A01 with pseudo-sequence Mamu-A01. The binding affinity (normalized) is 0.391.